This data is from Merck oncology drug combination screen with 23,052 pairs across 39 cell lines. The task is: Regression. Given two drug SMILES strings and cell line genomic features, predict the synergy score measuring deviation from expected non-interaction effect. (1) Drug 1: Nc1ccn(C2OC(CO)C(O)C2(F)F)c(=O)n1. Drug 2: Cc1nc(Nc2ncc(C(=O)Nc3c(C)cccc3Cl)s2)cc(N2CCN(CCO)CC2)n1. Cell line: COLO320DM. Synergy scores: synergy=15.9. (2) Drug 1: COC12C(COC(N)=O)C3=C(C(=O)C(C)=C(N)C3=O)N1CC1NC12. Drug 2: O=C(NOCC(O)CO)c1ccc(F)c(F)c1Nc1ccc(I)cc1F. Cell line: MDAMB436. Synergy scores: synergy=9.04. (3) Drug 1: COc1cccc2c1C(=O)c1c(O)c3c(c(O)c1C2=O)CC(O)(C(=O)CO)CC3OC1CC(N)C(O)C(C)O1. Drug 2: CS(=O)(=O)CCNCc1ccc(-c2ccc3ncnc(Nc4ccc(OCc5cccc(F)c5)c(Cl)c4)c3c2)o1. Cell line: CAOV3. Synergy scores: synergy=15.3. (4) Drug 1: NC1(c2ccc(-c3nc4ccn5c(=O)[nH]nc5c4cc3-c3ccccc3)cc2)CCC1. Drug 2: Cc1nc(Nc2ncc(C(=O)Nc3c(C)cccc3Cl)s2)cc(N2CCN(CCO)CC2)n1. Cell line: OVCAR3. Synergy scores: synergy=66.2. (5) Drug 1: Cn1nnc2c(C(N)=O)ncn2c1=O. Drug 2: CC1(c2nc3c(C(N)=O)cccc3[nH]2)CCCN1. Cell line: UACC62. Synergy scores: synergy=16.8. (6) Drug 1: C=CCn1c(=O)c2cnc(Nc3ccc(N4CCN(C)CC4)cc3)nc2n1-c1cccc(C(C)(C)O)n1. Drug 2: Cn1cc(-c2cnn3c(N)c(Br)c(C4CCCNC4)nc23)cn1. Cell line: ES2. Synergy scores: synergy=31.0. (7) Drug 1: COc1cccc2c1C(=O)c1c(O)c3c(c(O)c1C2=O)CC(O)(C(=O)CO)CC3OC1CC(N)C(O)C(C)O1. Drug 2: NC1(c2ccc(-c3nc4ccn5c(=O)[nH]nc5c4cc3-c3ccccc3)cc2)CCC1. Cell line: A375. Synergy scores: synergy=22.1. (8) Drug 1: Cn1nnc2c(C(N)=O)ncn2c1=O. Drug 2: Cn1cc(-c2cnn3c(N)c(Br)c(C4CCCNC4)nc23)cn1. Cell line: CAOV3. Synergy scores: synergy=19.3. (9) Drug 1: CC1CC2C3CCC4=CC(=O)C=CC4(C)C3(F)C(O)CC2(C)C1(O)C(=O)CO. Drug 2: Cn1cc(-c2cnn3c(N)c(Br)c(C4CCCNC4)nc23)cn1. Cell line: KPL1. Synergy scores: synergy=33.7. (10) Drug 2: C=CCn1c(=O)c2cnc(Nc3ccc(N4CCN(C)CC4)cc3)nc2n1-c1cccc(C(C)(C)O)n1. Cell line: A375. Drug 1: Nc1ccn(C2OC(CO)C(O)C2(F)F)c(=O)n1. Synergy scores: synergy=-5.81.